Dataset: Full USPTO retrosynthesis dataset with 1.9M reactions from patents (1976-2016). Task: Predict the reactants needed to synthesize the given product. (1) Given the product [CH3:2][O:3][C:4]1[CH:5]=[CH:6][C:7]([N:10]2[C:14]([C:15]3[CH:22]=[CH:21][C:18]([CH2:19][NH:20][S:35]([CH3:34])(=[O:37])=[O:36])=[CH:17][CH:16]=3)=[CH:13][C:12]([C:23]([F:26])([F:24])[F:25])=[N:11]2)=[CH:8][CH:9]=1, predict the reactants needed to synthesize it. The reactants are: Cl.[CH3:2][O:3][C:4]1[CH:9]=[CH:8][C:7]([N:10]2[C:14]([C:15]3[CH:22]=[CH:21][C:18]([CH2:19][NH2:20])=[CH:17][CH:16]=3)=[CH:13][C:12]([C:23]([F:26])([F:25])[F:24])=[N:11]2)=[CH:6][CH:5]=1.C(N(CC)CC)C.[CH3:34][S:35](Cl)(=[O:37])=[O:36]. (2) Given the product [CH3:1][O:2][C:3]1[CH:20]=[CH:19][C:18]2[C:5](=[CH:6][CH:7]=[C:8]3[C:17]=2[CH:16]([C:21]2[CH:26]=[CH:25][C:24]([O:27][CH2:28][CH2:29][N:30]4[CH2:31][CH2:32][CH2:33][CH2:34][CH2:35]4)=[CH:23][CH:22]=2)[O:15][C:14]2[C:9]3=[CH:10][CH:11]=[C:12]([C:36]([NH2:37])=[O:39])[CH:13]=2)[CH:4]=1, predict the reactants needed to synthesize it. The reactants are: [CH3:1][O:2][C:3]1[CH:20]=[CH:19][C:18]2[C:5](=[CH:6][CH:7]=[C:8]3[C:17]=2[CH:16]([C:21]2[CH:26]=[CH:25][C:24]([O:27][CH2:28][CH2:29][N:30]4[CH2:35][CH2:34][CH2:33][CH2:32][CH2:31]4)=[CH:23][CH:22]=2)[O:15][C:14]2[C:9]3=[CH:10][CH:11]=[C:12]([C:36]#[N:37])[CH:13]=2)[CH:4]=1.C(=O)([O-])[O-:39].[K+].[K+].OO. (3) Given the product [Cl:1][C:2]1[CH:7]=[C:6]([Cl:8])[N:5]=[C:4]([O:18][C@H:16]([CH3:17])[CH2:15][O:14][CH3:13])[N:3]=1, predict the reactants needed to synthesize it. The reactants are: [Cl:1][C:2]1[CH:7]=[C:6]([Cl:8])[N:5]=[C:4](S(C)(=O)=O)[N:3]=1.[CH3:13][O:14][CH2:15][C@H:16]([OH:18])[CH3:17].[Li+].C[Si]([N-][Si](C)(C)C)(C)C. (4) Given the product [CH3:3][O:4][C:5]1[CH:6]=[C:7]2[C:11](=[CH:12][C:13]=1[O:14][CH3:15])[N:10]([CH2:38][CH2:37][O:36][CH3:35])[CH:9]=[C:8]2[C:16]1[N:24]([S:25]([C:28]2[CH:29]=[CH:30][C:31]([CH3:34])=[CH:32][CH:33]=2)(=[O:27])=[O:26])[C:19]2=[N:20][CH:21]=[CH:22][CH:23]=[C:18]2[CH:17]=1, predict the reactants needed to synthesize it. The reactants are: [H-].[Na+].[CH3:3][O:4][C:5]1[CH:6]=[C:7]2[C:11](=[CH:12][C:13]=1[O:14][CH3:15])[NH:10][CH:9]=[C:8]2[C:16]1[N:24]([S:25]([C:28]2[CH:33]=[CH:32][C:31]([CH3:34])=[CH:30][CH:29]=2)(=[O:27])=[O:26])[C:19]2=[N:20][CH:21]=[CH:22][CH:23]=[C:18]2[CH:17]=1.[CH3:35][O:36][CH2:37][CH2:38]Br.O. (5) Given the product [CH3:13][N:12]([CH3:14])[C:10]1[C:9]2[C:4](=[CH:5][CH:6]=[CH:7][CH:8]=2)[N:3]=[C:2]([NH:16][C@@H:17]2[CH2:22][CH2:21][C@H:20]([C:23]([NH2:25])=[O:24])[CH2:19][CH2:18]2)[N:11]=1, predict the reactants needed to synthesize it. The reactants are: Cl[C:2]1[N:11]=[C:10]([N:12]([CH3:14])[CH3:13])[C:9]2[C:4](=[CH:5][CH:6]=[CH:7][CH:8]=2)[N:3]=1.Cl.[NH2:16][C@@H:17]1[CH2:22][CH2:21][C@H:20]([C:23]([NH2:25])=[O:24])[CH2:19][CH2:18]1. (6) Given the product [Br:1][C:2]1[CH:3]=[N:4][C:5]2[N:6]([N:8]=[C:9]([C:11]([N:20]3[CH2:19][CH2:18][N:17]4[C:21]([C:24]5[CH:28]=[CH:27][S:26][CH:25]=5)=[N:22][N:23]=[C:16]4[CH:15]3[CH3:14])=[O:13])[CH:10]=2)[CH:7]=1, predict the reactants needed to synthesize it. The reactants are: [Br:1][C:2]1[CH:3]=[N:4][C:5]2[N:6]([N:8]=[C:9]([C:11]([OH:13])=O)[CH:10]=2)[CH:7]=1.[CH3:14][CH:15]1[NH:20][CH2:19][CH2:18][N:17]2[C:21]([C:24]3[CH:28]=[CH:27][S:26][CH:25]=3)=[N:22][N:23]=[C:16]12. (7) Given the product [CH3:2][O:3][C:4](=[O:30])[C@@H:5]([NH:8][C:9]([C:11]1[C:12]([CH3:29])=[N:13][C:14]([NH:18][CH2:19][CH2:20][CH2:21][C:22]2[CH:27]=[CH:26][CH:25]=[C:24]([OH:28])[CH:23]=2)=[N:15][C:16]=1[CH3:17])=[O:10])[CH2:6][NH:7][C:48](=[O:47])[C:49]1[CH:54]=[C:53]([OH:55])[CH:52]=[C:51]([O:56][CH2:57][CH2:58][CH2:59][NH:60][C:61]([O:63][C:64]([CH3:66])([CH3:65])[CH3:67])=[O:62])[CH:50]=1, predict the reactants needed to synthesize it. The reactants are: Cl.[CH3:2][O:3][C:4](=[O:30])[C@@H:5]([NH:8][C:9]([C:11]1[C:12]([CH3:29])=[N:13][C:14]([NH:18][CH2:19][CH2:20][CH2:21][C:22]2[CH:27]=[CH:26][CH:25]=[C:24]([OH:28])[CH:23]=2)=[N:15][C:16]=1[CH3:17])=[O:10])[CH2:6][NH2:7].CCN(C(C)C)C(C)C.O=C1CCC(=O)N1[O:47][C:48](=O)[C:49]1[CH:54]=[C:53]([OH:55])[CH:52]=[C:51]([O:56][CH2:57][CH2:58][CH2:59][NH:60][C:61]([O:63][C:64]([CH3:67])([CH3:66])[CH3:65])=[O:62])[CH:50]=1.